This data is from Full USPTO retrosynthesis dataset with 1.9M reactions from patents (1976-2016). The task is: Predict the reactants needed to synthesize the given product. (1) Given the product [F:1][C:2]1[CH:3]=[CH:4][C:5]([C:6](/[N:8]=[C:9]2\[NH:10][C:11]3[CH:29]=[CH:28][C:27]([CH2:30][O:31][CH3:38])=[CH:26][C:12]=3[N:13]\2[C@H:14]2[CH2:19][CH2:18][C@@H:17]([C:20](=[O:25])[NH:21][CH:22]([CH3:23])[CH3:24])[CH2:16][CH2:15]2)=[O:7])=[CH:32][CH:33]=1, predict the reactants needed to synthesize it. The reactants are: [F:1][C:2]1[CH:33]=[CH:32][C:5]([C:6](/[N:8]=[C:9]2\[NH:10][C:11]3[CH:29]=[CH:28][C:27]([CH2:30][OH:31])=[CH:26][C:12]=3[N:13]\2[C@H:14]2[CH2:19][CH2:18][C@@H:17]([C:20](=[O:25])[NH:21][CH:22]([CH3:24])[CH3:23])[CH2:16][CH2:15]2)=[O:7])=[CH:4][CH:3]=1.S(Cl)(Cl)=O.[CH3:38][O-].[Na+]. (2) Given the product [ClH:1].[Cl:1][C:2]1[CH:7]=[CH:6][C:5]([S:8]([CH:11]([C:25]2[CH:30]=[C:29]([F:31])[CH:28]=[CH:27][C:26]=2[F:32])[CH:12]2[CH2:17][CH2:16][NH:15][CH2:14][CH2:13]2)(=[O:9])=[O:10])=[CH:4][CH:3]=1, predict the reactants needed to synthesize it. The reactants are: [Cl:1][C:2]1[CH:7]=[CH:6][C:5]([S:8]([CH:11]([C:25]2[CH:30]=[C:29]([F:31])[CH:28]=[CH:27][C:26]=2[F:32])[CH:12]2[CH2:17][CH2:16][N:15](C(OC(C)(C)C)=O)[CH2:14][CH2:13]2)(=[O:10])=[O:9])=[CH:4][CH:3]=1.FC(F)(F)C(O)=O. (3) Given the product [OH:8][C:9]1[CH:18]=[CH:17][C:16]2[C:11](=[CH:12][CH:13]=[CH:14][CH:15]=2)[C:10]=1[C:19]1[N:20]=[C:21]([NH:24][C:25](=[O:27])[CH3:26])[NH:22][CH:23]=1, predict the reactants needed to synthesize it. The reactants are: C([O:8][C:9]1[CH:18]=[CH:17][C:16]2[C:11](=[CH:12][CH:13]=[CH:14][CH:15]=2)[C:10]=1[C:19]1[N:20]=[C:21]([NH:24][C:25](=[O:27])[CH3:26])[NH:22][CH:23]=1)C1C=CC=CC=1.[H][H]. (4) Given the product [C:1]([O:5][CH2:6][CH2:7][O:8][S:18]([C:21]1[C:33]2[C:25](=[C:26]([N:27]([CH3:29])[CH3:28])[CH:30]=[CH:31][CH:32]=2)[CH:24]=[CH:23][CH:22]=1)(=[O:20])=[O:19])(=[O:4])[CH:2]=[CH2:3], predict the reactants needed to synthesize it. The reactants are: [C:1]([O:5][CH2:6][CH2:7][OH:8])(=[O:4])[CH:2]=[CH2:3].C(N(C(C)C)CC)(C)C.[S:18](Cl)([C:21]1[C:33]2[CH:32]=[CH:31][CH:30]=[C:26]([N:27]([CH3:29])[CH3:28])[C:25]=2[CH:24]=[CH:23][CH:22]=1)(=[O:20])=[O:19].